From a dataset of Reaction yield outcomes from USPTO patents with 853,638 reactions. Predict the reaction yield, written as a fraction of the theoretical maximum amount of product (1.0 means a 100% yield; for example, 0.34 means a 34% yield). (1) The reactants are [CH3:1][O:2][C:3]1[CH:8]=[C:7]([C:9]2[CH:14]=[N:13][CH:12]=[C:11]3[N:15]([CH3:18])[N:16]=[CH:17][C:10]=23)[CH:6]=[CH:5][C:4]=1[NH2:19].[N:20]([C:23]1[CH:28]=[CH:27][CH:26]=[C:25]([C:29]([F:32])([F:31])[F:30])[CH:24]=1)=[C:21]=[O:22]. The catalyst is C(Cl)Cl. The product is [CH3:1][O:2][C:3]1[CH:8]=[C:7]([C:9]2[CH:14]=[N:13][CH:12]=[C:11]3[N:15]([CH3:18])[N:16]=[CH:17][C:10]=23)[CH:6]=[CH:5][C:4]=1[NH:19][C:21]([NH:20][C:23]1[CH:28]=[CH:27][CH:26]=[C:25]([C:29]([F:30])([F:31])[F:32])[CH:24]=1)=[O:22]. The yield is 0.500. (2) The reactants are N1C=CC=CN=1.C([O:14][C:15]1[N:16]=[N:17][C:18]([C:29]#[C:30][C:31]2[CH:36]=[CH:35][CH:34]=[C:33]([Cl:37])[CH:32]=2)=[CH:19][C:20]=1[O:21]CC1C=CC=CC=1)C1C=CC=CC=1. The catalyst is C(OCC)(=O)C. The product is [Cl:37][C:33]1[CH:32]=[C:31]([CH2:30][CH2:29][C:18]2[CH:19]=[C:20]([OH:21])[C:15](=[O:14])[NH:16][N:17]=2)[CH:36]=[CH:35][CH:34]=1. The yield is 0.320. (3) The reactants are [Cl:1][C:2]1[CH:3]=[C:4]([CH:9]2[C:18]3[C:13](=[CH:14][C:15]([O:19]C)=[CH:16][CH:17]=3)[CH2:12][N:11]([S:21]([C:24]3[CH:29]=[CH:28][CH:27]=[CH:26][C:25]=3[N+:30]([O-:32])=[O:31])(=[O:23])=[O:22])[CH2:10]2)[CH:5]=[CH:6][C:7]=1[Cl:8].B(Br)(Br)Br. The catalyst is ClCCl. The product is [Cl:1][C:2]1[CH:3]=[C:4]([CH:9]2[C:18]3[C:13](=[CH:14][C:15]([OH:19])=[CH:16][CH:17]=3)[CH2:12][N:11]([S:21]([C:24]3[CH:29]=[CH:28][CH:27]=[CH:26][C:25]=3[N+:30]([O-:32])=[O:31])(=[O:23])=[O:22])[CH2:10]2)[CH:5]=[CH:6][C:7]=1[Cl:8]. The yield is 0.980. (4) The reactants are [C:1]1([C:7]2[CH:12]=[C:11]([CH2:13][CH2:14][S:15]([N:18]3[CH2:23][CH2:22][O:21][CH2:20][CH2:19]3)(=[O:17])=[O:16])[CH:10]=[CH:9][C:8]=2[NH:24][C:25]([C:27]2[N:28](COCC[Si](C)(C)C)[CH:29]=[C:30]([C:32]#[N:33])[N:31]=2)=[O:26])[CH2:6][CH2:5][CH2:4][CH2:3][CH:2]=1.C(O)(C(F)(F)F)=O. The catalyst is C(Cl)Cl.CCO. The product is [C:1]1([C:7]2[CH:12]=[C:11]([CH2:13][CH2:14][S:15]([N:18]3[CH2:19][CH2:20][O:21][CH2:22][CH2:23]3)(=[O:17])=[O:16])[CH:10]=[CH:9][C:8]=2[NH:24][C:25]([C:27]2[NH:28][CH:29]=[C:30]([C:32]#[N:33])[N:31]=2)=[O:26])[CH2:6][CH2:5][CH2:4][CH2:3][CH:2]=1. The yield is 0.0400. (5) The product is [NH2:17][C:15]1[S:16][CH:10]=[C:9]([C:6]2[CH:7]=[CH:8][C:3]([C:2]([F:13])([F:12])[F:1])=[CH:4][CH:5]=2)[N:14]=1. No catalyst specified. The reactants are [F:1][C:2]([F:13])([F:12])[C:3]1[CH:8]=[CH:7][C:6]([C:9](=O)[CH3:10])=[CH:5][CH:4]=1.[NH2:14][C:15]([NH2:17])=[S:16]. The yield is 0.775. (6) The reactants are [NH2:1][C:2]1[C:3]2[C:4]3[C:5](=[N:17][N:18]([CH2:20][C:21]4[C:26]([Cl:27])=[C:25]([O:28][CH3:29])[C:24]([CH3:30])=[CH:23][N:22]=4)[N:19]=2)[CH:6]=[C:7]([CH2:12][C:13]([NH:15][CH3:16])=[O:14])[C:8]=3[CH2:9][S:10][N:11]=1.Cl. The catalyst is C(O)C. The product is [ClH:27].[NH2:1][C:2]1[C:3]2[C:4]3[C:5](=[N:17][N:18]([CH2:20][C:21]4[C:26]([Cl:27])=[C:25]([O:28][CH3:29])[C:24]([CH3:30])=[CH:23][N:22]=4)[N:19]=2)[CH:6]=[C:7]([CH2:12][C:13]([NH:15][CH3:16])=[O:14])[C:8]=3[CH2:9][S:10][N:11]=1. The yield is 0.940. (7) The reactants are [Cl:1][C:2]1[CH:9]=[CH:8][C:5]([C:6]#[N:7])=[C:4](F)[CH:3]=1.[CH2:11]([O:13][C:14]1[C:21]([OH:22])=[CH:20][CH:19]=[CH:18][C:15]=1[CH:16]=[O:17])[CH3:12].C(=O)([O-])[O-].[Cs+].[Cs+].O. The catalyst is CN(C=O)C. The product is [Cl:1][C:2]1[CH:9]=[CH:8][C:5]([C:6]#[N:7])=[C:4]([O:22][C:21]2[CH:20]=[CH:19][CH:18]=[C:15]([CH:16]=[O:17])[C:14]=2[O:13][CH2:11][CH3:12])[CH:3]=1. The yield is 0.820. (8) The reactants are Br[C:2]1[CH:3]=[N:4][CH:5]=[C:6]([CH:19]=1)[C:7]([N:9]=[S@@:10]([CH3:18])(=[O:17])[C:11]1[CH:16]=[CH:15][CH:14]=[CH:13][CH:12]=1)=[O:8].[Cl:20][C:21]1[CH:26]=[CH:25][C:24]([C:27]#[CH:28])=[CH:23][CH:22]=1. No catalyst specified. The product is [Cl:20][C:21]1[CH:26]=[CH:25][C:24]([C:27]#[C:28][C:2]2[CH:3]=[N:4][CH:5]=[C:6]([CH:19]=2)[C:7]([N:9]=[S@@:10]([CH3:18])(=[O:17])[C:11]2[CH:16]=[CH:15][CH:14]=[CH:13][CH:12]=2)=[O:8])=[CH:23][CH:22]=1. The yield is 0.490.